Dataset: Peptide-MHC class II binding affinity with 134,281 pairs from IEDB. Task: Regression. Given a peptide amino acid sequence and an MHC pseudo amino acid sequence, predict their binding affinity value. This is MHC class II binding data. (1) The peptide sequence is INEPTAAAIAYGLDC. The MHC is HLA-DQA10102-DQB10602 with pseudo-sequence HLA-DQA10102-DQB10602. The binding affinity (normalized) is 0.826. (2) The peptide sequence is KYTVFETALKKAITA. The MHC is HLA-DPA10301-DPB10402 with pseudo-sequence HLA-DPA10301-DPB10402. The binding affinity (normalized) is 0.447. (3) The peptide sequence is ATPEAKFDSFVAAFT. The MHC is HLA-DQA10301-DQB10302 with pseudo-sequence HLA-DQA10301-DQB10302. The binding affinity (normalized) is 0.512. (4) The peptide sequence is KNWMTETLLVQNANPDCKTI. The MHC is HLA-DQA10102-DQB10502 with pseudo-sequence HLA-DQA10102-DQB10502. The binding affinity (normalized) is 0.187. (5) The peptide sequence is WKLEGRWDGEEEVQL. The MHC is HLA-DQA10102-DQB10501 with pseudo-sequence HLA-DQA10102-DQB10501. The binding affinity (normalized) is 0. (6) The peptide sequence is EKKYFAKTQFEPLAA. The MHC is HLA-DPA10301-DPB10402 with pseudo-sequence HLA-DPA10301-DPB10402. The binding affinity (normalized) is 0.911. (7) The peptide sequence is ISPYNSQNAVASKIL. The MHC is DRB1_0101 with pseudo-sequence DRB1_0101. The binding affinity (normalized) is 1.00.